From a dataset of Forward reaction prediction with 1.9M reactions from USPTO patents (1976-2016). Predict the product of the given reaction. (1) Given the reactants [Cl-:1].[Cl-].[Cl-].[Al+3].[CH3:5][C:6]1[CH:7]=[C:8]([CH:12]=[C:13]([CH3:15])[CH:14]=1)[C:9](Cl)=[O:10], predict the reaction product. The product is: [CH3:5][C:6]1[CH:7]=[C:8]([C:9](=[O:10])[C:6]2[CH:7]=[CH:8][C:12]([Cl:1])=[CH:13][CH:14]=2)[CH:12]=[C:13]([CH3:15])[CH:14]=1. (2) Given the reactants CC(C)([O-])C.[Na+].[CH2:7]([NH2:14])[C:8]1[CH:13]=[CH:12][CH:11]=[CH:10][CH:9]=1.C1(P(C2C=CC=CC=2)C2C=CC3C(=CC=CC=3)C=2C2C3C(=CC=CC=3)C=CC=2P(C2C=CC=CC=2)C2C=CC=CC=2)C=CC=CC=1.Br[C:62]1[CH:63]=[C:64]([CH:69]([O:80][CH3:81])[C:70]2([C:73]([O:75][C:76]([CH3:79])([CH3:78])[CH3:77])=[O:74])[CH2:72][CH2:71]2)[CH:65]=[CH:66][C:67]=1[Cl:68].[Cl-].[NH4+], predict the reaction product. The product is: [CH2:7]([NH:14][C:66]1[CH:65]=[C:64]([CH:69]([O:80][CH3:81])[C:70]2([C:73]([O:75][C:76]([CH3:77])([CH3:78])[CH3:79])=[O:74])[CH2:71][CH2:72]2)[CH:63]=[CH:62][C:67]=1[Cl:68])[C:8]1[CH:13]=[CH:12][CH:11]=[CH:10][CH:9]=1. (3) Given the reactants [C:1]([O:5][C:6](=[O:24])[NH:7][CH2:8][C:9]1[C:14]([C:15]2[CH:20]=[CH:19][C:18]([Cl:21])=[CH:17][C:16]=2[Cl:22])=[CH:13][N:12]=[C:11](N)[CH:10]=1)([CH3:4])([CH3:3])[CH3:2].C(Cl)(Cl)[Cl:26], predict the reaction product. The product is: [C:1]([O:5][C:6](=[O:24])[NH:7][CH2:8][C:9]1[C:14]([C:15]2[CH:20]=[CH:19][C:18]([Cl:21])=[CH:17][C:16]=2[Cl:22])=[CH:13][N:12]=[C:11]([Cl:26])[CH:10]=1)([CH3:4])([CH3:3])[CH3:2].